Dataset: Full USPTO retrosynthesis dataset with 1.9M reactions from patents (1976-2016). Task: Predict the reactants needed to synthesize the given product. (1) Given the product [Br:42][CH2:43][CH2:44][O:1][C@@H:2]1[CH2:6][N:5]([C:7]([O:9][C:10]([CH3:11])([CH3:12])[CH3:13])=[O:8])[C@H:4]([C:14]([O:16][CH3:17])=[O:15])[CH2:3]1, predict the reactants needed to synthesize it. The reactants are: [OH:1][C@@H:2]1[CH2:6][N:5]([C:7]([O:9][C:10]([CH3:13])([CH3:12])[CH3:11])=[O:8])[C@H:4]([C:14]([O:16][CH3:17])=[O:15])[CH2:3]1.S(=O)(O)[O-].C([N+](CCCC)(CCCC)CCCC)CCC.[OH-].[Na+].O.[Br:42][CH2:43][CH2:44]Br. (2) Given the product [CH:10]1[C:11]2[C:6](=[CH:5][CH:4]=[CH:3][C:2]=2[CH2:19][C:18]([O:17][C:13]([CH3:16])([CH3:15])[CH3:14])=[O:21])[CH:7]=[CH:8][N:9]=1, predict the reactants needed to synthesize it. The reactants are: Br[C:2]1[CH:3]=[CH:4][CH:5]=[C:6]2[C:11]=1[CH:10]=[N:9][CH:8]=[CH:7]2.[Br-].[C:13]([O:17][C:18](=[O:21])[CH2:19][Zn+])([CH3:16])([CH3:15])[CH3:14]. (3) Given the product [CH2:1]([S:3]([C:6]1[CH:7]=[CH:8][C:9]([O:20][CH:18]([CH3:19])[C:17]([F:22])([F:21])[F:16])=[C:10]([CH:14]=1)[C:11]([OH:13])=[O:12])(=[O:5])=[O:4])[CH3:2], predict the reactants needed to synthesize it. The reactants are: [CH2:1]([S:3]([C:6]1[CH:7]=[CH:8][C:9](F)=[C:10]([CH:14]=1)[C:11]([OH:13])=[O:12])(=[O:5])=[O:4])[CH3:2].[F:16][C:17]([F:22])([F:21])[CH:18]([OH:20])[CH3:19]. (4) Given the product [F:18][C:13]1[CH:14]=[CH:15][CH:16]=[C:17]2[C:12]=1[C:11]([NH2:19])=[N:10][C:9]2([C:4]1[CH:5]=[CH:6][C:7]([F:8])=[C:2]([C:34]2[CH:35]=[N:30][CH:31]=[N:32][CH:33]=2)[CH:3]=1)[C:20]1[CH:25]=[CH:24][N:23]=[C:22]([C:26]([F:29])([F:27])[F:28])[CH:21]=1, predict the reactants needed to synthesize it. The reactants are: Br[C:2]1[CH:3]=[C:4]([C:9]2([C:20]3[CH:25]=[CH:24][N:23]=[C:22]([C:26]([F:29])([F:28])[F:27])[CH:21]=3)[C:17]3[C:12](=[C:13]([F:18])[CH:14]=[CH:15][CH:16]=3)[C:11]([NH2:19])=[N:10]2)[CH:5]=[CH:6][C:7]=1[F:8].[N:30]1[CH:35]=[C:34](B(O)O)[CH:33]=[N:32][CH:31]=1.C(=O)([O-])[O-].[K+].[K+].